From a dataset of Peptide-MHC class I binding affinity with 185,985 pairs from IEDB/IMGT. Regression. Given a peptide amino acid sequence and an MHC pseudo amino acid sequence, predict their binding affinity value. This is MHC class I binding data. (1) The peptide sequence is HSRRSRRSL. The MHC is HLA-B46:01 with pseudo-sequence HLA-B46:01. The binding affinity (normalized) is 0.0847. (2) The peptide sequence is RQLQREGLV. The MHC is HLA-A02:03 with pseudo-sequence HLA-A02:03. The binding affinity (normalized) is 0.182. (3) The peptide sequence is AQNISFKSI. The MHC is HLA-A26:01 with pseudo-sequence HLA-A26:01. The binding affinity (normalized) is 0. (4) The peptide sequence is IIYVGCGER. The MHC is HLA-A02:01 with pseudo-sequence HLA-A02:01. The binding affinity (normalized) is 0.0847. (5) The MHC is HLA-C04:01 with pseudo-sequence HLA-C04:01. The binding affinity (normalized) is 0.213. The peptide sequence is GPAFVRTKL.